This data is from Reaction yield outcomes from USPTO patents with 853,638 reactions. The task is: Predict the reaction yield, written as a fraction of the theoretical maximum amount of product (1.0 means a 100% yield; for example, 0.34 means a 34% yield). (1) The catalyst is CCO.C1COCC1. The reactants are C[O:2][C:3](=[O:32])[CH:4]([CH2:9][CH2:10][S:11][C:12]1[C:17]([F:18])=[CH:16][C:15]([F:19])=[CH:14][C:13]=1[C:20]1[CH:25]=[CH:24][CH:23]=[C:22]([O:26][CH:27]2[CH2:31][CH2:30][CH2:29][CH2:28]2)[CH:21]=1)C(OC)=O.[OH-].[K+]. The product is [CH:27]1([O:26][C:22]2[CH:21]=[C:20]([C:13]3[CH:14]=[C:15]([F:19])[CH:16]=[C:17]([F:18])[C:12]=3[S:11][CH2:10][CH2:9][CH2:4][C:3]([OH:32])=[O:2])[CH:25]=[CH:24][CH:23]=2)[CH2:28][CH2:29][CH2:30][CH2:31]1. The yield is 0.200. (2) The reactants are C([C:3]1[C:4]([B:22]2[O:26][C:25]([CH3:28])(C)C(C)(C)[O:23]2)=[C:5]([CH:19]=[CH:20][CH:21]=1)[O:6][CH2:7][CH2:8][CH2:9][CH2:10][NH:11][C:12](=[O:18])[O:13][C:14]([CH3:17])([CH3:16])[CH3:15])=O.C[N+:32]([O-:34])=[O:33].[OH-].[Na+].Cl. The catalyst is CCCCCCCCCCCCCCCC[N+](C)(C)C.[Br-].C1COCC1.O. The product is [C:14]([O:13][C:12](=[O:18])[NH:11][CH2:10][CH2:9][CH2:8][CH2:7][O:6][C:5]1[C:4]2[B:22]([OH:23])[O:26][CH:25]([CH2:28][N+:32]([O-:34])=[O:33])[C:3]=2[CH:21]=[CH:20][CH:19]=1)([CH3:15])([CH3:16])[CH3:17]. The yield is 0.536. (3) The reactants are [CH3:1][O:2][C:3]1[CH:12]=[C:11]([O:13][CH3:14])[CH:10]=[C:9]2[C:4]=1[C:5](=[O:37])[NH:6][C:7]([C:15]1[N:20]=[C:19]([C:21]3[CH:31]=[CH:30][C:24]([C:25]([N:27]([CH3:29])[CH3:28])=[O:26])=[CH:23][C:22]=3C)[C:18]([O:33][CH2:34][CH2:35][OH:36])=[CH:17][CH:16]=1)=[N:8]2.[Si](OCCOC1C(C2C=CC(C(N(C)C)=O)=CC=2[Cl:68])=NC(C=O)=CC=1)(C(C)(C)C)(C)C.NC1C=C(OC)C=C(OC)C=1C(N)=O. The yield is 0.680. The product is [Cl:68][C:22]1[CH:23]=[C:24]([CH:30]=[CH:31][C:21]=1[C:19]1[C:18]([O:33][CH2:34][CH2:35][OH:36])=[CH:17][CH:16]=[C:15]([C:7]2[NH:6][C:5](=[O:37])[C:4]3[C:9](=[CH:10][C:11]([O:13][CH3:14])=[CH:12][C:3]=3[O:2][CH3:1])[N:8]=2)[N:20]=1)[C:25]([N:27]([CH3:28])[CH3:29])=[O:26]. No catalyst specified. (4) The reactants are [Br:1][C:2]1[CH:3]=[CH:4][C:5]([CH2:8][O:9][CH2:10][C:11](OC)=[O:12])=[N:6][CH:7]=1.[BH4-].[Na+]. The yield is 0.650. The catalyst is C(O)C.O. The product is [Br:1][C:2]1[CH:3]=[CH:4][C:5]([CH2:8][O:9][CH2:10][CH2:11][OH:12])=[N:6][CH:7]=1. (5) The reactants are ClC1C=C(C2C=C3C(=O)NCC(CNC(NCC4N5C=C(C6C=CC=C(Cl)C=6)C=C5C(=O)NC4)=O)N3C=2)C=CC=1.Cl.[NH2:42][CH2:43][CH2:44][C@@H:45]1[N:50]2[C:51]([C:65]3[CH:70]=[CH:69][CH:68]=[C:67]([CH3:71])[CH:66]=3)=[C:52]([C:54]3[CH:59]=[CH:58][CH:57]=[C:56]([O:60][C:61]([F:64])([F:63])[F:62])[CH:55]=3)[CH:53]=[C:49]2[C:48](=[O:72])[NH:47][CH2:46]1.[C:73]([N:77]=[C:78]=[O:79])([CH3:76])([CH3:75])[CH3:74].CCN(C(C)C)C(C)C.C([O-])(O)=O.[Na+]. The catalyst is C(Cl)Cl.C(OCC)(=O)C. The product is [C:73]([NH:77][C:78]([NH:42][CH2:43][CH2:44][C@@H:45]1[N:50]2[C:51]([C:65]3[CH:70]=[CH:69][CH:68]=[C:67]([CH3:71])[CH:66]=3)=[C:52]([C:54]3[CH:59]=[CH:58][CH:57]=[C:56]([O:60][C:61]([F:64])([F:62])[F:63])[CH:55]=3)[CH:53]=[C:49]2[C:48](=[O:72])[NH:47][CH2:46]1)=[O:79])([CH3:76])([CH3:75])[CH3:74]. The yield is 0.350. (6) The reactants are [Cl:1][C:2]1[CH:10]=[CH:9][CH:8]=[C:7]([Cl:11])[C:3]=1[C:4]([OH:6])=[O:5].[F-].[K+].[CH3:14][N:15]1[C:23]2[C:18](=[CH:19][CH:20]=[CH:21][CH:22]=2)[C:17]([CH3:24])=[C:16]1[C:25]([NH:27][C@H:28]([C:32]([NH:34][CH:35]([C:44](=[O:47])[CH2:45]Br)[CH2:36][C:37]([O:39][C:40]([CH3:43])([CH3:42])[CH3:41])=[O:38])=[O:33])[CH:29]([CH3:31])[CH3:30])=[O:26]. No catalyst specified. The product is [CH3:14][N:15]1[C:23]2[C:18](=[CH:19][CH:20]=[CH:21][CH:22]=2)[C:17]([CH3:24])=[C:16]1[C:25]([NH:27][C@H:28]([C:32]([NH:34][CH:35]([C:44](=[O:47])[CH2:45][O:5][C:4](=[O:6])[C:3]1[C:2]([Cl:1])=[CH:10][CH:9]=[CH:8][C:7]=1[Cl:11])[CH2:36][C:37]([O:39][C:40]([CH3:43])([CH3:42])[CH3:41])=[O:38])=[O:33])[CH:29]([CH3:31])[CH3:30])=[O:26]. The yield is 0.790.